Dataset: Full USPTO retrosynthesis dataset with 1.9M reactions from patents (1976-2016). Task: Predict the reactants needed to synthesize the given product. (1) Given the product [C:8]([C:5]1[CH:6]=[CH:7][C:2]([C:38]2[N:43]=[N:42][C:41]([N:44]([CH2:52][C:53]([C:56]3[CH:57]=[CH:58][C:59]([F:62])=[CH:60][CH:61]=3)([CH3:54])[CH3:55])[C:45](=[O:51])[O:46][C:47]([CH3:48])([CH3:49])[CH3:50])=[CH:40][CH:39]=2)=[N:3][CH:4]=1)#[N:9], predict the reactants needed to synthesize it. The reactants are: Br[C:2]1[CH:7]=[CH:6][C:5]([C:8]#[N:9])=[CH:4][N:3]=1.C[Sn](C)C.C[Sn](C)C.C1([As](C2C=CC=CC=2)C2C=CC=CC=2)C=CC=CC=1.Br[C:38]1[N:43]=[N:42][C:41]([N:44]([CH2:52][C:53]([C:56]2[CH:61]=[CH:60][C:59]([F:62])=[CH:58][CH:57]=2)([CH3:55])[CH3:54])[C:45](=[O:51])[O:46][C:47]([CH3:50])([CH3:49])[CH3:48])=[CH:40][CH:39]=1. (2) Given the product [C:14]([O:13][C:11]([N:8]1[CH2:7][CH2:6][C:5]([CH2:18][C:19]2[CH:24]=[CH:23][C:22]([C:25](=[O:28])[NH2:26])=[CH:21][CH:20]=2)([C:3]([OH:2])=[O:4])[CH2:10][CH2:9]1)=[O:12])([CH3:16])([CH3:15])[CH3:17], predict the reactants needed to synthesize it. The reactants are: C[O:2][C:3]([C:5]1([CH2:18][C:19]2[CH:24]=[CH:23][C:22]([C:25]#[N:26])=[CH:21][CH:20]=2)[CH2:10][CH2:9][N:8]([C:11]([O:13][C:14]([CH3:17])([CH3:16])[CH3:15])=[O:12])[CH2:7][CH2:6]1)=[O:4].C[OH:28].[OH-].[Na+]. (3) Given the product [Cl:1][C:2]1[C:11]2[CH:10]=[CH:9][CH:8]=[C:7]([NH2:12])[C:6]=2[CH:5]=[CH:4][N:3]=1, predict the reactants needed to synthesize it. The reactants are: [Cl:1][C:2]1[C:11]2[C:6](=[C:7]([N+:12]([O-])=O)[CH:8]=[CH:9][CH:10]=2)[CH:5]=[CH:4][N:3]=1.C([O-])([O-])=O.[Na+].[Na+]. (4) Given the product [Cl:1][C:2]1[CH:7]=[C:6]([O:8][C:9]2[C:14]([C:15]([N:17]3[C:26]4[C:21](=[CH:22][CH:23]=[CH:24][CH:25]=4)[N:20]([CH:27]4[CH2:28][CH2:29]4)[CH2:19][CH2:18]3)=[O:16])=[CH:13][CH:12]=[CH:11][N:10]=2)[C:5]([Cl:30])=[CH:4][C:3]=1[CH2:31][CH2:32][C:33]([NH:69][CH2:70][C:71]([OH:73])=[O:72])=[O:34], predict the reactants needed to synthesize it. The reactants are: [Cl:1][C:2]1[CH:7]=[C:6]([O:8][C:9]2[C:14]([C:15]([N:17]3[C:26]4[C:21](=[CH:22][CH:23]=[CH:24][CH:25]=4)[N:20]([CH:27]4[CH2:29][CH2:28]4)[CH2:19][CH2:18]3)=[O:16])=[CH:13][CH:12]=[CH:11][N:10]=2)[C:5]([Cl:30])=[CH:4][C:3]=1[CH2:31][CH2:32][C:33](O)=[O:34].CN(C(ON1N=NC2C=CC=NC1=2)=[N+](C)C)C.F[P-](F)(F)(F)(F)F.C(N(C(C)C)C(C)C)C.[NH2:69][CH2:70][C:71]([OH:73])=[O:72].